This data is from Forward reaction prediction with 1.9M reactions from USPTO patents (1976-2016). The task is: Predict the product of the given reaction. (1) Given the reactants [NH2:1][CH2:2][CH2:3][NH:4][C:5]1[N:13]=[C:12]([Cl:14])[N:11]=[C:10]2[C:6]=1[N:7]=[CH:8][N:9]2[CH:15]1[CH2:19][CH2:18][CH2:17][CH2:16]1.[CH3:20][O:21][C:22]1[CH:23]=[C:24]([CH:27]=[C:28]([O:32][CH3:33])[C:29]=1[O:30][CH3:31])[CH:25]=O.CO.[BH3-]C#N.[Na+], predict the reaction product. The product is: [Cl:14][C:12]1[N:11]=[C:10]2[C:6]([N:7]=[CH:8][N:9]2[CH:15]2[CH2:19][CH2:18][CH2:17][CH2:16]2)=[C:5]([NH:4][CH2:3][CH2:2][NH:1][CH2:25][C:24]2[CH:27]=[C:28]([O:32][CH3:33])[C:29]([O:30][CH3:31])=[C:22]([O:21][CH3:20])[CH:23]=2)[N:13]=1. (2) Given the reactants [CH:1]1([CH2:4][O:5][C:6]2[CH:14]=[CH:13][C:9]3[O:10][CH2:11][O:12][C:8]=3[C:7]=2[C:15]2[C:16]3[NH:23][CH:22]=[C:21]([C:24]([NH:26][C@@H:27]([C:33]([N:35]4[CH2:40][CH2:39][CH:38]([N:41]5[N:50]=[C:49]([C:51]6[CH:56]=[CH:55][C:54]([O:57][CH3:58])=[C:53]([O:59][CH3:60])[CH:52]=6)[C@@H:48]6[C@@H:43]([CH2:44][CH2:45][CH2:46][CH2:47]6)[C:42]5=[O:61])[CH2:37][CH2:36]4)=[O:34])[CH2:28][CH2:29][C:30](O)=[O:31])=[O:25])[C:17]=3[N:18]=[CH:19][N:20]=2)[CH2:3][CH2:2]1.[CH3:62][CH:63]([NH2:65])[CH3:64].CCOC(C(C#N)=NOC(N1CCOCC1)=[N+](C)C)=O.F[P-](F)(F)(F)(F)F.CCN(C(C)C)C(C)C, predict the reaction product. The product is: [CH:1]1([CH2:4][O:5][C:6]2[CH:14]=[CH:13][C:9]3[O:10][CH2:11][O:12][C:8]=3[C:7]=2[C:15]2[C:16]3[NH:23][CH:22]=[C:21]([C:24]([NH:26][C@H:27]([CH2:28][CH2:29][C:30](=[O:31])[NH:65][CH:63]([CH3:64])[CH3:62])[C:33]([N:35]4[CH2:36][CH2:37][CH:38]([N:41]5[N:50]=[C:49]([C:51]6[CH:56]=[CH:55][C:54]([O:57][CH3:58])=[C:53]([O:59][CH3:60])[CH:52]=6)[C@@H:48]6[C@@H:43]([CH2:44][CH2:45][CH2:46][CH2:47]6)[C:42]5=[O:61])[CH2:39][CH2:40]4)=[O:34])=[O:25])[C:17]=3[N:18]=[CH:19][N:20]=2)[CH2:2][CH2:3]1. (3) Given the reactants [CH2:1]([N:8]1[CH2:14][C:13]2[CH:15]=[C:16]([O:19][CH3:20])[CH:17]=[CH:18][C:12]=2[O:11][CH2:10][C:9]1=O)[C:2]1[CH:7]=[CH:6][CH:5]=[CH:4][CH:3]=1.[H-].[Al+3].[Li+].[H-].[H-].[H-].C(N1CC2C=CC=CC=2OCC1)C1C=CC=CC=1, predict the reaction product. The product is: [CH2:1]([N:8]1[CH2:14][C:13]2[CH:15]=[C:16]([O:19][CH3:20])[CH:17]=[CH:18][C:12]=2[O:11][CH2:10][CH2:9]1)[C:2]1[CH:3]=[CH:4][CH:5]=[CH:6][CH:7]=1. (4) Given the reactants [F:1][C:2]1[CH:40]=[N:39][C:5]2[N:6]([C:30]3[CH:31]=[C:32]([CH:36]=[CH:37][CH:38]=3)[C:33](O)=[O:34])[C:7](=[O:29])[N:8]([C@H:11]3[CH2:16][CH2:15][C@@H:14]([NH:17][C:18]([C:20]4[N:21]=[C:22]5[CH:27]=[CH:26][CH:25]=[CH:24][N:23]5[CH:28]=4)=[O:19])[CH2:13][CH2:12]3)[C:9](=[O:10])[C:4]=2[CH:3]=1.CCN(C(C)C)C(C)C.CN(C(ON1N=NC2C=CC=NC1=2)=[N+](C)C)C.F[P-](F)(F)(F)(F)F.[C:74]([O:78][C:79](=[O:84])[NH:80][CH2:81][CH2:82][NH2:83])([CH3:77])([CH3:76])[CH3:75], predict the reaction product. The product is: [C:74]([O:78][C:79](=[O:84])[NH:80][CH2:81][CH2:82][NH:83][C:33](=[O:34])[C:32]1[CH:36]=[CH:37][CH:38]=[C:30]([N:6]2[C:5]3[N:39]=[CH:40][C:2]([F:1])=[CH:3][C:4]=3[C:9](=[O:10])[N:8]([C@H:11]3[CH2:12][CH2:13][C@@H:14]([NH:17][C:18]([C:20]4[N:21]=[C:22]5[CH:27]=[CH:26][CH:25]=[CH:24][N:23]5[CH:28]=4)=[O:19])[CH2:15][CH2:16]3)[C:7]2=[O:29])[CH:31]=1)([CH3:77])([CH3:75])[CH3:76]. (5) The product is: [S:28]1[C:24]([NH:6][S:7]([C:10]2[CH:11]=[C:12]3[C:17](=[CH:18][CH:19]=2)[C:16]([C:20]([O:22][CH3:23])=[O:21])=[CH:15][CH:14]=[CH:13]3)(=[O:9])=[O:8])=[N:25][CH:26]=[N:27]1. Given the reactants COC1C=C(OC)C=CC=1C[N:6]([C:24]1[S:28][N:27]=[CH:26][N:25]=1)[S:7]([C:10]1[CH:11]=[C:12]2[C:17](=[CH:18][CH:19]=1)[C:16]([C:20]([O:22][CH3:23])=[O:21])=[CH:15][CH:14]=[CH:13]2)(=[O:9])=[O:8].C(O)(C(F)(F)F)=O, predict the reaction product. (6) The product is: [CH3:1][O:5][C:6](=[O:22])[CH2:7][N:8]1[C:16]2[C:15](=[O:25])[C@@H:14]3[CH2:13][C@@H:12]3[C:11]=2[C:10]([C:17]([O:19][CH2:20][CH3:21])=[O:18])=[N:9]1. Given the reactants [C:1]([O:5][C:6](=[O:22])[CH2:7][N:8]1[C:16]2[CH2:15][CH2:14][CH2:13][CH2:12][C:11]=2[C:10]([C:17]([O:19][CH2:20][CH3:21])=[O:18])=[N:9]1)(C)(C)C.CC(OI1(OC(C)=O)(OC(C)=O)OC(=O)C2C=CC=CC1=2)=[O:25], predict the reaction product. (7) Given the reactants [CH3:1][O:2][CH2:3][CH2:4][CH2:5][N:6]1[C:11]2[CH:12]=[C:13]([CH2:16][O:17][C@H:18]3[CH2:23][N:22]([S:24]([C:27]4[CH:32]=[CH:31][C:30]([CH3:33])=[CH:29][CH:28]=4)(=[O:26])=[O:25])[C@H:21]([CH2:34][C:35]([CH3:40])([CH3:39])[C:36](O)=[O:37])[CH2:20][CH2:19]3)[CH:14]=[CH:15][C:10]=2[O:9][C:8]([CH3:42])([CH3:41])[CH2:7]1.[CH3:43][C@@H:44]1[C@@H:49]([CH2:50][NH2:51])[CH2:48][CH2:47][O:46][CH2:45]1, predict the reaction product. The product is: [CH3:1][O:2][CH2:3][CH2:4][CH2:5][N:6]1[C:11]2[CH:12]=[C:13]([CH2:16][O:17][C@H:18]3[CH2:23][N:22]([S:24]([C:27]4[CH:32]=[CH:31][C:30]([CH3:33])=[CH:29][CH:28]=4)(=[O:25])=[O:26])[C@H:21]([CH2:34][C:35]([CH3:39])([CH3:40])[C:36]([NH:51][CH2:50][C@H:49]4[CH2:48][CH2:47][O:46][CH2:45][C@@H:44]4[CH3:43])=[O:37])[CH2:20][CH2:19]3)[CH:14]=[CH:15][C:10]=2[O:9][C:8]([CH3:42])([CH3:41])[CH2:7]1.